From a dataset of Reaction yield outcomes from USPTO patents with 853,638 reactions. Predict the reaction yield, written as a fraction of the theoretical maximum amount of product (1.0 means a 100% yield; for example, 0.34 means a 34% yield). (1) The reactants are [N+:1]([C:4]1[CH:5]=[C:6]2[C:10](=[CH:11][CH:12]=1)[NH:9][CH:8]=[CH:7]2)([O-:3])=[O:2].[Al+3].[Cl-].[Cl-].[Cl-].Br[C:18]([CH3:21])([CH3:20])[CH3:19]. The catalyst is C(Cl)Cl. The product is [C:18]([C:7]1[C:6]2[C:10](=[CH:11][CH:12]=[C:4]([N+:1]([O-:3])=[O:2])[CH:5]=2)[NH:9][CH:8]=1)([CH3:21])([CH3:20])[CH3:19]. The yield is 0.310. (2) The reactants are IC1[CH:3]=[C:4]([CH:8]=[CH:9][CH:10]=1)[C:5](N)=[O:6].[OH2:11].C([N:14]([CH2:17][CH3:18])CC)C.C1(P(C(P(C2C=CC=CC=2)C2C=CC=CC=2)(C)C)C2C=CC=CC=2)C=CC=CC=1.[C]=[O:49]. The catalyst is C(#N)C.C([O-])(=O)C.[Pd+2].C([O-])(=O)C. The product is [C:5]([C:4]1[CH:3]=[C:18]([CH:10]=[CH:9][CH:8]=1)[C:17]([NH2:14])=[O:49])([OH:11])=[O:6]. The yield is 0.870. (3) The reactants are Cl.[NH2:2][C@@H:3]1[CH2:7][CH2:6][CH2:5][C@@H:4]1[C:8]([OH:10])=[O:9].Cl.[CH3:12][C:13]1[CH:22]=[C:21]([CH2:23][O:24][C:25]2[CH:30]=[CH:29][C:28]([S:31](Cl)(=[O:33])=[O:32])=[CH:27][CH:26]=2)[C:20]2[C:15](=[CH:16][CH:17]=[CH:18][CH:19]=2)[N:14]=1. No catalyst specified. The product is [CH3:12][C:13]1[CH:22]=[C:21]([CH2:23][O:24][C:25]2[CH:30]=[CH:29][C:28]([S:31]([NH:2][C@@H:3]3[CH2:7][CH2:6][CH2:5][C@@H:4]3[C:8]([OH:10])=[O:9])(=[O:33])=[O:32])=[CH:27][CH:26]=2)[C:20]2[C:15](=[CH:16][CH:17]=[CH:18][CH:19]=2)[N:14]=1. The yield is 0.860.